Dataset: Choline transporter screen with 302,306 compounds. Task: Binary Classification. Given a drug SMILES string, predict its activity (active/inactive) in a high-throughput screening assay against a specified biological target. (1) The drug is Clc1ncccc1C(=O)NCCCCNC(=O)c1cccnc1Cl. The result is 0 (inactive). (2) The compound is S(=O)(=O)(N1CCC(CC1)C(O)=O)c1cc([N+]([O-])=O)c(N2CCC(CC2)C(O)=O)cc1. The result is 0 (inactive).